Task: Regression. Given two drug SMILES strings and cell line genomic features, predict the synergy score measuring deviation from expected non-interaction effect.. Dataset: NCI-60 drug combinations with 297,098 pairs across 59 cell lines Drug 2: CC12CCC3C(C1CCC2=O)CC(=C)C4=CC(=O)C=CC34C. Drug 1: CC(C1=C(C=CC(=C1Cl)F)Cl)OC2=C(N=CC(=C2)C3=CN(N=C3)C4CCNCC4)N. Synergy scores: CSS=20.5, Synergy_ZIP=-1.69, Synergy_Bliss=1.26, Synergy_Loewe=-2.34, Synergy_HSA=1.25. Cell line: UACC62.